This data is from Full USPTO retrosynthesis dataset with 1.9M reactions from patents (1976-2016). The task is: Predict the reactants needed to synthesize the given product. (1) Given the product [NH:16]1[CH2:17][CH2:18][CH:13]([C:4]2[CH:5]=[CH:6][CH:7]=[C:8]([C:9]([F:11])([F:12])[F:10])[C:3]=2[OH:2])[CH2:14][CH2:15]1, predict the reactants needed to synthesize it. The reactants are: C[O:2][C:3]1[C:8]([C:9]([F:12])([F:11])[F:10])=[CH:7][CH:6]=[CH:5][C:4]=1[CH:13]1[CH2:18][CH2:17][NH:16][CH2:15][CH2:14]1.Cl.N1C=CC=CC=1.CS(OC1C=CC=C(C2CCNCC2)C=1F)(=O)=O. (2) Given the product [ClH:27].[CH2:16]([NH:15][C:13]1[N:12]=[C:11]([NH:19][CH2:20][CH2:21][CH3:22])[C:9]2[N:10]=[C:5]([NH:4][CH2:1][CH2:2][CH3:3])[N:6]=[C:7]([NH:23][CH2:24][CH2:25][CH3:26])[C:8]=2[N:14]=1)[CH2:17][CH3:18], predict the reactants needed to synthesize it. The reactants are: [CH2:1]([NH:4][C:5]1[N:6]=[C:7]([NH:23][CH2:24][CH2:25][CH3:26])[C:8]2[N:14]=[C:13]([NH:15][CH2:16][CH2:17][CH3:18])[N:12]=[C:11]([NH:19][CH2:20][CH2:21][CH3:22])[C:9]=2[N:10]=1)[CH2:2][CH3:3].[ClH:27].C(OCC)C.Cl.CNC1N=C(NCCC)C2N=C(NC)N=C(NCCC)C=2N=1.